This data is from Catalyst prediction with 721,799 reactions and 888 catalyst types from USPTO. The task is: Predict which catalyst facilitates the given reaction. Reactant: [CH:1]1[C:10]2[C:5](=[CH:6][CH:7]=[CH:8][CH:9]=2)[CH:4]=[CH:3][N:2]=1.ClC1C=CC=C(C(OO)=[O:19])C=1. Product: [CH:1]1[C:10]2[C:5](=[CH:6][CH:7]=[CH:8][CH:9]=2)[CH:4]=[CH:3][N+:2]=1[O-:19]. The catalyst class is: 4.